Dataset: NCI-60 drug combinations with 297,098 pairs across 59 cell lines. Task: Regression. Given two drug SMILES strings and cell line genomic features, predict the synergy score measuring deviation from expected non-interaction effect. Drug 2: CCC1(CC2CC(C3=C(CCN(C2)C1)C4=CC=CC=C4N3)(C5=C(C=C6C(=C5)C78CCN9C7C(C=CC9)(C(C(C8N6C=O)(C(=O)OC)O)OC(=O)C)CC)OC)C(=O)OC)O.OS(=O)(=O)O. Cell line: TK-10. Synergy scores: CSS=43.0, Synergy_ZIP=2.33, Synergy_Bliss=0.653, Synergy_Loewe=-3.36, Synergy_HSA=-0.00877. Drug 1: C1=CC(=CC=C1CCC2=CNC3=C2C(=O)NC(=N3)N)C(=O)NC(CCC(=O)O)C(=O)O.